This data is from Catalyst prediction with 721,799 reactions and 888 catalyst types from USPTO. The task is: Predict which catalyst facilitates the given reaction. (1) Reactant: [O:1]([CH2:8][C:9]1[NH:10][CH:11]=[C:12]([C:14]2[CH:27]=[CH:26][C:17]([O:18][C:19]3[CH:25]=[CH:24][C:22]([NH2:23])=[CH:21][CH:20]=3)=[CH:16][CH:15]=2)[N:13]=1)[C:2]1[CH:7]=[CH:6][CH:5]=[CH:4][CH:3]=1.C[Si]([N:32]=[C:33]=[O:34])(C)C. Product: [O:1]([CH2:8][C:9]1[NH:10][CH:11]=[C:12]([C:14]2[CH:27]=[CH:26][C:17]([O:18][C:19]3[CH:20]=[CH:21][C:22]([NH:23][C:33]([NH2:32])=[O:34])=[CH:24][CH:25]=3)=[CH:16][CH:15]=2)[N:13]=1)[C:2]1[CH:7]=[CH:6][CH:5]=[CH:4][CH:3]=1. The catalyst class is: 7. (2) The catalyst class is: 8. Reactant: [C:1]([N:4]1[C:13]2[CH:12]=[CH:11][C:10]([NH2:14])=[CH:9][C:8]=2[C:7]2[N:15]([C:23]3[CH:31]=[CH:30][C:26]4[O:27][CH2:28][O:29][C:25]=4[CH:24]=3)[N:16]=[C:17]([C:18]([O:20]CC)=[O:19])[C:6]=2[CH2:5]1)(=[O:3])[CH3:2].[NH3:32]. Product: [C:18]([OH:20])(=[O:19])[CH3:17].[C:1]([N:4]1[C:13]2[CH:12]=[CH:11][C:10]([NH2:14])=[CH:9][C:8]=2[C:7]2[N:15]([C:23]3[CH:31]=[CH:30][C:26]4[O:27][CH2:28][O:29][C:25]=4[CH:24]=3)[N:16]=[C:17]([C:18]([NH2:32])=[O:20])[C:6]=2[CH2:5]1)(=[O:3])[CH3:2]. (3) Reactant: [Br:1][C:2]1[CH:3]=[C:4]2[C:8](=[CH:9][CH:10]=1)[N:7]([C:11](=[O:23])[CH2:12][C@@H:13]([NH:15]C(=O)OC(C)(C)C)[CH3:14])[CH:6]=[C:5]2/[C:24](/[C:36]#[N:37])=[CH:25]/[C:26]1[CH:31]=[C:30]([C:32]#[N:33])[CH:29]=[CH:28][C:27]=1[O:34][CH3:35].[ClH:38]. Product: [ClH:38].[NH2:15][C@@H:13]([CH3:14])[CH2:12][C:11]([N:7]1[C:8]2[C:4](=[CH:3][C:2]([Br:1])=[CH:10][CH:9]=2)[C:5](/[C:24](/[C:36]#[N:37])=[CH:25]/[C:26]2[CH:31]=[C:30]([CH:29]=[CH:28][C:27]=2[O:34][CH3:35])[C:32]#[N:33])=[CH:6]1)=[O:23]. The catalyst class is: 14. (4) Reactant: [Cl:1][C:2]1[C:3]2[CH:14]=[C:13]([C:15]([F:18])([F:17])[F:16])[CH:12]=[CH:11][C:4]=2[S:5][C:6]=1[C:7]([O:9]C)=[O:8].O.[OH-].[Li+].O. Product: [Cl:1][C:2]1[C:3]2[CH:14]=[C:13]([C:15]([F:18])([F:16])[F:17])[CH:12]=[CH:11][C:4]=2[S:5][C:6]=1[C:7]([OH:9])=[O:8]. The catalyst class is: 5.